Predict the reactants needed to synthesize the given product. From a dataset of Full USPTO retrosynthesis dataset with 1.9M reactions from patents (1976-2016). Given the product [C:6]([O:5][C:3](=[O:4])[CH2:2][N:14]1[CH:15]=[C:16]([C:17]([O:19][CH2:20][CH3:21])=[O:18])[C:12]([C:11]([F:10])([F:22])[F:23])=[N:13]1)([CH3:9])([CH3:8])[CH3:7], predict the reactants needed to synthesize it. The reactants are: Br[CH2:2][C:3]([O:5][C:6]([CH3:9])([CH3:8])[CH3:7])=[O:4].[F:10][C:11]([F:23])([F:22])[C:12]1[C:16]([C:17]([O:19][CH2:20][CH3:21])=[O:18])=[CH:15][NH:14][N:13]=1.C(=O)(O)[O-].[Na+].